From a dataset of Full USPTO retrosynthesis dataset with 1.9M reactions from patents (1976-2016). Predict the reactants needed to synthesize the given product. (1) Given the product [C:1]([O:4][CH2:5][CH2:6][O:7][C:8]1[CH:13]=[CH:12][C:11]([NH2:14])=[C:10]([C:17]([F:18])([F:19])[F:20])[CH:9]=1)(=[O:3])[CH3:2], predict the reactants needed to synthesize it. The reactants are: [C:1]([O:4][CH2:5][CH2:6][O:7][C:8]1[CH:13]=[CH:12][C:11]([N+:14]([O-])=O)=[C:10]([C:17]([F:20])([F:19])[F:18])[CH:9]=1)(=[O:3])[CH3:2].[H][H]. (2) Given the product [Cl:1][C:2]1[C:7]([C:8]2[CH:9]=[CH:10][CH:11]=[CH:12][CH:13]=2)=[N:6][N:5]=[C:4]2[N:14]([CH2:23][C:24]([N:32]3[CH2:31][CH2:30][NH:29][C:28](=[O:27])[CH2:33]3)=[O:25])[N:15]=[C:16]([C:17]3[CH:22]=[CH:21][CH:20]=[CH:19][CH:18]=3)[C:3]=12, predict the reactants needed to synthesize it. The reactants are: [Cl:1][C:2]1[C:7]([C:8]2[CH:13]=[CH:12][CH:11]=[CH:10][CH:9]=2)=[N:6][N:5]=[C:4]2[N:14]([CH2:23][C:24](O)=[O:25])[N:15]=[C:16]([C:17]3[CH:22]=[CH:21][CH:20]=[CH:19][CH:18]=3)[C:3]=12.[O:27]=[C:28]1[CH2:33][NH:32][CH2:31][CH2:30][NH:29]1.C(N(C(C)C)CC)(C)C.F[P-](F)(F)(F)(F)F.N1(OC(N(C)C)=[N+](C)C)C2N=CC=CC=2N=N1. (3) Given the product [CH3:1][O:2][C:3]1[CH:4]=[C:5]([C:11](=[O:37])/[CH:12]=[CH:35]/[C:34]2[N:33]3[C:29]([S:30][CH:31]=[CH:32]3)=[N:28][C:27]=2[C:24]2[CH:23]=[CH:22][C:21]([F:20])=[CH:26][CH:25]=2)[CH:6]=[CH:7][C:8]=1[O:9][CH3:10], predict the reactants needed to synthesize it. The reactants are: [CH3:1][O:2][C:3]1[CH:4]=[C:5]([CH2:11][C:12](C2C=CC=CC=2)=O)[CH:6]=[CH:7][C:8]=1[O:9][CH3:10].[F:20][C:21]1[CH:26]=[CH:25][C:24]([C:27]2[N:28]=[C:29]3[N:33]([C:34]=2[CH:35]=O)[CH:32]=[CH:31][S:30]3)=[CH:23][CH:22]=1.[OH-:37].[Na+]. (4) Given the product [Br:19][C:20]1[C:21]([N:6]2[CH2:7][CH2:8][C:3]([CH2:1][CH3:2])([CH3:9])[CH2:4][CH2:5]2)=[C:22]([C:28](=[O:35])[C:29]([O:31][CH:32]([CH3:33])[CH3:34])=[O:30])[C:23]([CH3:27])=[N:24][C:25]=1[CH3:26], predict the reactants needed to synthesize it. The reactants are: [CH2:1]([C:3]1([CH3:9])[CH2:8][CH2:7][NH:6][CH2:5][CH2:4]1)[CH3:2].CCN(C(C)C)C(C)C.[Br:19][C:20]1[C:21](Cl)=[C:22]([C:28](=[O:35])[C:29]([O:31][CH:32]([CH3:34])[CH3:33])=[O:30])[C:23]([CH3:27])=[N:24][C:25]=1[CH3:26]. (5) Given the product [CH:1]1([CH:7]([NH:18][C:19]2[CH:20]=[CH:21][C:22]([C:25]([NH:27][CH2:28][CH2:29][C:30]([OH:32])=[O:31])=[O:26])=[CH:23][CH:24]=2)[C:8]2[S:16][C:15]3[CH:14]=[CH:13][N:12]=[CH:11][C:10]=3[C:9]=2[CH3:17])[CH2:6][CH2:5][CH2:4][CH2:3][CH2:2]1, predict the reactants needed to synthesize it. The reactants are: [CH:1]1([CH:7]([NH:18][C:19]2[CH:24]=[CH:23][C:22]([C:25]([NH:27][CH2:28][CH2:29][C:30]([O:32]CC)=[O:31])=[O:26])=[CH:21][CH:20]=2)[C:8]2[S:16][C:15]3[CH:14]=[CH:13][N:12]=[CH:11][C:10]=3[C:9]=2[CH3:17])[CH2:6][CH2:5][CH2:4][CH2:3][CH2:2]1.O1CCCC1.[OH-].[Na+]. (6) Given the product [F:13][C:4]1[CH:3]=[C:2]([B:18]([OH:19])[OH:17])[CH:7]=[CH:6][C:5]=1[O:8][CH2:9][CH2:10][O:11][CH3:12], predict the reactants needed to synthesize it. The reactants are: Br[C:2]1[CH:7]=[CH:6][C:5]([O:8][CH2:9][CH2:10][O:11][CH3:12])=[C:4]([F:13])[CH:3]=1.II.C[O:17][B:18](OC)[O:19]C.Cl. (7) Given the product [F:1][C:2]1[CH:3]=[CH:4][C:5]([O:19][CH3:20])=[C:6]([C:8]([CH3:18])([CH3:17])[CH2:9][C:10]([OH:11])([C:13]([F:16])([F:15])[F:14])[CH2:12][NH:21][C:22]2[N:27]=[C:26]([CH3:28])[N:25]=[C:24]3[N:29]([C:32]4[CH:33]=[C:34]([CH:37]=[CH:38][CH:39]=4)[C:35]#[N:36])[N:30]=[CH:31][C:23]=23)[CH:7]=1, predict the reactants needed to synthesize it. The reactants are: [F:1][C:2]1[CH:3]=[CH:4][C:5]([O:19][CH3:20])=[C:6]([C:8]([CH3:18])([CH3:17])[CH2:9][C:10]2([C:13]([F:16])([F:15])[F:14])[CH2:12][O:11]2)[CH:7]=1.[NH2:21][C:22]1[N:27]=[C:26]([CH3:28])[N:25]=[C:24]2[N:29]([C:32]3[CH:33]=[C:34]([CH:37]=[CH:38][CH:39]=3)[C:35]#[N:36])[N:30]=[CH:31][C:23]=12. (8) Given the product [CH3:20][C:10]1[C:9]([O:8][C:6]2[CH:5]=[CH:4][N:3]=[C:2]([C:25]3[CH:24]=[N:23][N:22]([CH3:21])[CH:26]=3)[CH:7]=2)=[C:14]([CH3:15])[N:13]=[C:12]([NH:16][C:17](=[O:19])[CH3:18])[CH:11]=1, predict the reactants needed to synthesize it. The reactants are: Cl[C:2]1[CH:7]=[C:6]([O:8][C:9]2[C:10]([CH3:20])=[CH:11][C:12]([NH:16][C:17](=[O:19])[CH3:18])=[N:13][C:14]=2[CH3:15])[CH:5]=[CH:4][N:3]=1.[CH3:21][N:22]1[CH:26]=[C:25](B2OC(C)(C)C(C)(C)O2)[CH:24]=[N:23]1.C([O-])([O-])=O.[K+].[K+].